Task: Predict the reaction yield, written as a fraction of the theoretical maximum amount of product (1.0 means a 100% yield; for example, 0.34 means a 34% yield).. Dataset: Reaction yield outcomes from USPTO patents with 853,638 reactions (1) The reactants are [CH3:1][N:2]([CH2:7][C:8]1[O:9][C:10]2[CH:17]=[CH:16][CH:15]=[CH:14][C:11]=2[C:12]=1[CH3:13])[C:3](=[O:6])[CH:4]=[CH2:5].C(N(C(C)C)CC)(C)C.Br[C:28]1[CH:37]=[N:36][C:35]2[NH:34][CH2:33][C:32](C)(C)[O:31][C:30]=2[CH:29]=1.CC1C=CC=CC=1P(C1C=CC=CC=1C)C1C=CC=CC=1C. The catalyst is C(#N)CC.CN(C=O)C.CC([O-])=O.CC([O-])=O.[Pd+2]. The product is [O:31]1[CH2:32][CH2:33][NH:34][C:35]2[N:36]=[CH:37][C:28](/[CH:5]=[CH:4]/[C:3]([N:2]([CH3:1])[CH2:7][C:8]3[O:9][C:10]4[CH:17]=[CH:16][CH:15]=[CH:14][C:11]=4[C:12]=3[CH3:13])=[O:6])=[CH:29][C:30]1=2. The yield is 0.520. (2) The reactants are [CH3:1][C:2]1[CH:9]=[C:8]([CH3:10])[CH:7]=[C:6]([N+:11]([O-:13])=[O:12])[C:3]=1[C:4]#[N:5].OO.CS(C)=[O:18].[OH-].[K+]. The catalyst is CO.O. The product is [CH3:10][C:8]1[CH:9]=[C:2]([CH3:1])[C:3]([C:4]([NH2:5])=[O:18])=[C:6]([N+:11]([O-:13])=[O:12])[CH:7]=1. The yield is 0.430. (3) The reactants are [C:1](Cl)(Cl)=[O:2].[OH:5][C:6]1[N:11]=[CH:10][C:9]([N:12]2[C:17](=[O:18])[CH2:16][C:15](C)(C)[CH2:14][C:13]2=O)=[CH:8][CH:7]=1.[CH2:22]([N:24]([CH2:27]C)[CH2:25][CH3:26])C.N12CCN(CC1)CC2.CO[C:39]1[CH:46]=[CH:45][CH:44]=[CH:43][C:40]=1[NH:41][CH3:42]. The catalyst is ClCCl. The product is [CH3:27][N:24]([CH3:22])[C:25]1[CH:26]=[C:16]([CH:15]=[CH:14][CH:13]=1)[C:17]([NH:12][C:9]1[CH:8]=[CH:7][C:6]([O:5][C:1](=[O:2])[N:41]([CH3:42])[C:40]2[CH:43]=[CH:44][CH:45]=[CH:46][CH:39]=2)=[N:11][CH:10]=1)=[O:18]. The yield is 0.330. (4) The reactants are [CH2:1]([O:3][CH2:4][CH2:5][N:6]1[C:14]2[C:9](=[CH:10][CH:11]=[CH:12][CH:13]=2)[C:8]([CH:15]2[CH2:20][CH2:19][N:18]([CH2:21][CH2:22][CH2:23][O:24][C:25]3[CH:32]=[CH:31][C:28]([C:29]#[N:30])=[CH:27][CH:26]=3)[CH2:17][CH2:16]2)=[CH:7]1)[CH3:2].[Cl-].[NH4+].[N-:35]=[N+:36]=[N-:37].[Na+].[OH-].[Na+]. The catalyst is CN(C=O)C. The product is [CH2:1]([O:3][CH2:4][CH2:5][N:6]1[C:14]2[C:9](=[CH:10][CH:11]=[CH:12][CH:13]=2)[C:8]([CH:15]2[CH2:16][CH2:17][N:18]([CH2:21][CH2:22][CH2:23][O:24][C:25]3[CH:26]=[CH:27][C:28]([C:29]4[N:35]=[N:36][NH:37][N:30]=4)=[CH:31][CH:32]=3)[CH2:19][CH2:20]2)=[CH:7]1)[CH3:2]. The yield is 0.410. (5) The reactants are [Si]([O:18][CH2:19][C:20]1[CH:25]=[CH:24][CH:23]=[CH:22][C:21]=1[CH2:26][CH:27]([C:38]1[CH:43]=[C:42]([F:44])[CH:41]=[CH:40][C:39]=1[F:45])[S:28]([C:31]1[CH:36]=[CH:35][C:34]([Cl:37])=[CH:33][CH:32]=1)(=[O:30])=[O:29])(C(C)(C)C)(C1C=CC=CC=1)C1C=CC=CC=1.[F-].C([N+](CCCC)(CCCC)CCCC)CCC.O. The catalyst is O1CCCC1.C(OC(C)C)(C)C. The product is [Cl:37][C:34]1[CH:33]=[CH:32][C:31]([S:28]([CH:27]([C:38]2[CH:43]=[C:42]([F:44])[CH:41]=[CH:40][C:39]=2[F:45])[CH2:26][C:21]2[CH:22]=[CH:23][CH:24]=[CH:25][C:20]=2[CH2:19][OH:18])(=[O:30])=[O:29])=[CH:36][CH:35]=1. The yield is 0.850. (6) The reactants are [CH:1]1([N:4]2[C:12]3[CH:11]=[C:10]([NH:13][C:14](=[O:26])[C:15]4[CH:20]=[CH:19][C:18]([C@:21]([OH:25])([CH3:24])[CH2:22][OH:23])=[CH:17][CH:16]=4)[N:9]=[CH:8][C:7]=3[CH:6]=[CH:5]2)[CH2:3][CH2:2]1.[Cl:27]N1C(=O)CCC1=O. The catalyst is CN(C)C=O. The product is [Cl:27][C:6]1[C:7]2[CH:8]=[N:9][C:10]([NH:13][C:14](=[O:26])[C:15]3[CH:20]=[CH:19][C:18]([C@:21]([OH:25])([CH3:24])[CH2:22][OH:23])=[CH:17][CH:16]=3)=[CH:11][C:12]=2[N:4]([CH:1]2[CH2:3][CH2:2]2)[CH:5]=1. The yield is 0.320.